From a dataset of Peptide-MHC class I binding affinity with 185,985 pairs from IEDB/IMGT. Regression. Given a peptide amino acid sequence and an MHC pseudo amino acid sequence, predict their binding affinity value. This is MHC class I binding data. The peptide sequence is MICCDSRIVV. The MHC is Mamu-B01 with pseudo-sequence Mamu-B01. The binding affinity (normalized) is 0.